Dataset: Peptide-MHC class I binding affinity with 185,985 pairs from IEDB/IMGT. Task: Regression. Given a peptide amino acid sequence and an MHC pseudo amino acid sequence, predict their binding affinity value. This is MHC class I binding data. (1) The peptide sequence is PAEMLANID. The MHC is HLA-A26:01 with pseudo-sequence HLA-A26:01. The binding affinity (normalized) is 0. (2) The peptide sequence is TVNVILRPK. The MHC is HLA-B27:05 with pseudo-sequence HLA-B27:05. The binding affinity (normalized) is 0.0847. (3) The peptide sequence is KGFVRENVW. The MHC is Mamu-B52 with pseudo-sequence Mamu-B52. The binding affinity (normalized) is 1.00. (4) The peptide sequence is THFQRKRRV. The MHC is HLA-B58:01 with pseudo-sequence HLA-B58:01. The binding affinity (normalized) is 0.0847. (5) The peptide sequence is RDYRTISPR. The MHC is HLA-B27:05 with pseudo-sequence HLA-B27:05. The binding affinity (normalized) is 0.0847.